From a dataset of Peptide-MHC class I binding affinity with 185,985 pairs from IEDB/IMGT. Regression. Given a peptide amino acid sequence and an MHC pseudo amino acid sequence, predict their binding affinity value. This is MHC class I binding data. (1) The MHC is HLA-A11:01 with pseudo-sequence HLA-A11:01. The binding affinity (normalized) is 0.497. The peptide sequence is ITATIEGRK. (2) The peptide sequence is DTTTDISKY. The MHC is HLA-A30:01 with pseudo-sequence HLA-A30:01. The binding affinity (normalized) is 0.0847. (3) The MHC is HLA-A02:01 with pseudo-sequence HLA-A02:01. The peptide sequence is NITDKIDQI. The binding affinity (normalized) is 0.0629. (4) The peptide sequence is ESAERLKAY. The MHC is HLA-A29:02 with pseudo-sequence HLA-A29:02. The binding affinity (normalized) is 0.434.